From a dataset of Full USPTO retrosynthesis dataset with 1.9M reactions from patents (1976-2016). Predict the reactants needed to synthesize the given product. Given the product [Cl:19][C:20]1[CH:25]=[CH:24][C:23]([CH:26]2[CH2:31][CH2:30][CH2:29][N:28]([C:14]([C:13]3[C:9]([NH:8][C:6](=[O:7])[O:5][C:1]([CH3:2])([CH3:3])[CH3:4])=[N:10][N:11]([CH3:17])[CH:12]=3)=[O:16])[CH2:27]2)=[C:22]([C:32]([F:35])([F:33])[F:34])[CH:21]=1, predict the reactants needed to synthesize it. The reactants are: [C:1]([O:5][C:6]([NH:8][C:9]1[C:13]([C:14]([OH:16])=O)=[CH:12][N:11]([CH3:17])[N:10]=1)=[O:7])([CH3:4])([CH3:3])[CH3:2].Cl.[Cl:19][C:20]1[CH:25]=[CH:24][C:23]([CH:26]2[CH2:31][CH2:30][CH2:29][NH:28][CH2:27]2)=[C:22]([C:32]([F:35])([F:34])[F:33])[CH:21]=1.C(N(CC)CC)C.C(Cl)CCl.C1C=NC2N(O)N=NC=2C=1.